From a dataset of Retrosynthesis with 50K atom-mapped reactions and 10 reaction types from USPTO. Predict the reactants needed to synthesize the given product. (1) Given the product CC(C)CCn1c(=O)c(C2=NS(=O)(=O)c3cc(OCCN(C)C)ccc3N2)c(O)c2ccccc21, predict the reactants needed to synthesize it. The reactants are: CC(C)CCn1c(=O)c(C2=NS(=O)(=O)c3cc(O)ccc3N2)c(O)c2ccccc21.CN(C)CCCl. (2) The reactants are: CC(C)(C)OC(=O)OC(=O)OC(C)(C)C.NCc1ccc(I)cc1. Given the product CC(C)(C)OC(=O)NCc1ccc(I)cc1, predict the reactants needed to synthesize it. (3) Given the product CCn1ncc2c(NC3CCOCC3)c(C(=O)NC(C)(C)CO)cnc21, predict the reactants needed to synthesize it. The reactants are: CC(C)(N)CO.CCn1ncc2c(NC3CCOCC3)c(C(=O)O)cnc21. (4) Given the product CCCc1c(OC(CCC)CCOc2ccc(OC(C)(C)C(=O)OCC)cc2)ccc2c(-c3ccccc3)noc12, predict the reactants needed to synthesize it. The reactants are: CCCc1c(OC(CCC)CCOS(C)(=O)=O)ccc2c(-c3ccccc3)noc12.CCOC(=O)C(C)(C)Oc1ccc(O)cc1. (5) Given the product CC1NCCc2nc(-c3ccccc3)c(-c3ccccc3)nc21, predict the reactants needed to synthesize it. The reactants are: CC1c2nc(-c3ccccc3)c(-c3ccccc3)nc2CCN1C(=O)OC(C)(C)C. (6) Given the product C[C@H]1CN[C@H](C)CN1c1cncc(Cl)n1, predict the reactants needed to synthesize it. The reactants are: C[C@H]1CN[C@H](C)CN1.Clc1cncc(Cl)n1. (7) Given the product Cc1cc2nc(NC(=O)CO)sc2cc1C, predict the reactants needed to synthesize it. The reactants are: CC(=O)OCC(=O)Nc1nc2cc(C)c(C)cc2s1. (8) Given the product C=Cc1cccc(-c2nc(N[C@H](C)C3CC3)nc(N[C@H](C)C3CC3)n2)n1, predict the reactants needed to synthesize it. The reactants are: C=CB1OB(C=C)OB(C=C)O1.C[C@@H](Nc1nc(N[C@H](C)C2CC2)nc(-c2cccc(Cl)n2)n1)C1CC1. (9) Given the product C[Si](C)(C)C#Cc1c(F)cccc1Cl, predict the reactants needed to synthesize it. The reactants are: C#C[Si](C)(C)C.O=S(=O)(Oc1c(F)cccc1Cl)C(F)(F)F.